From a dataset of Catalyst prediction with 721,799 reactions and 888 catalyst types from USPTO. Predict which catalyst facilitates the given reaction. (1) Reactant: [CH:1]([C:3]1[CH:12]=[C:11]2[C:6]([C@H:7]([NH:13][C:14](=[O:35])[CH2:15][CH:16]3[CH2:21][CH2:20][CH2:19][CH2:18][N:17]3[S:22]([C:25]3[CH:30]=[CH:29][CH:28]=[C:27]([C:31]([F:34])([F:33])[F:32])[CH:26]=3)(=[O:24])=[O:23])[CH2:8][CH2:9][O:10]2)=[CH:5][CH:4]=1)=O.[NH:36]1[CH2:41][CH2:40][CH2:39][CH2:38][CH2:37]1.[BH-](OC(C)=O)(OC(C)=O)OC(C)=O.[Na+]. Product: [N:36]1([CH2:1][C:3]2[CH:12]=[C:11]3[C:6]([C@H:7]([NH:13][C:14](=[O:35])[CH2:15][CH:16]4[CH2:21][CH2:20][CH2:19][CH2:18][N:17]4[S:22]([C:25]4[CH:30]=[CH:29][CH:28]=[C:27]([C:31]([F:33])([F:32])[F:34])[CH:26]=4)(=[O:24])=[O:23])[CH2:8][CH2:9][O:10]3)=[CH:5][CH:4]=2)[CH2:41][CH2:40][CH2:39][CH2:38][CH2:37]1. The catalyst class is: 80. (2) Reactant: [NH2:1][CH2:2][C:3]#[C:4][CH2:5][OH:6].C(=O)(O)[O-].[Na+].[F:12][C:13]([F:25])([F:24])[S:14][C:15]1[CH:23]=[CH:22][C:18]([C:19](Cl)=[O:20])=[CH:17][CH:16]=1.CCN(CC)CC. Product: [OH:6][CH2:5][C:4]#[C:3][CH2:2][NH:1][C:19](=[O:20])[C:18]1[CH:22]=[CH:23][C:15]([S:14][C:13]([F:25])([F:12])[F:24])=[CH:16][CH:17]=1. The catalyst class is: 84. (3) Reactant: [N+:1]([C:4]1[C:9]2[N:10]([CH2:37][C:38]([O:40]C)=O)[C:11](=[O:36])[N:12]([CH2:13][C:14]3[CH:23]=[CH:22][C:21]4[C:16](=[CH:17][C:18]5[CH2:35][C@:25]6([C:33]7[C:28](=[N:29][CH:30]=[CH:31][CH:32]=7)[NH:27][C:26]6=[O:34])[CH2:24][C:19]=5[CH:20]=4)[N:15]=3)[C:8]=2[CH:7]=[CH:6][CH:5]=1)([O-])=O. The catalyst class is: 409. Product: [O:34]=[C:26]1[NH:27][C:28]2=[N:29][CH:30]=[CH:31][CH:32]=[C:33]2[C@:25]21[CH2:24][C:19]1[CH:20]=[C:21]3[C:16](=[CH:17][C:18]=1[CH2:35]2)[N:15]=[C:14]([CH2:13][N:12]1[C:8]2[C:9]4[N:10]([CH2:37][C:38](=[O:40])[NH:1][C:4]=4[CH:5]=[CH:6][CH:7]=2)[C:11]1=[O:36])[CH:23]=[CH:22]3. (4) Reactant: CC(O)(CCC(C)(O)C)C.C1(OC)C=CC=CC=1.[CH3:19][O:20][C:21]1[CH:22]=[C:23]2[C:28](=[CH:29][CH:30]=1)[C:27]([CH3:32])([CH3:31])[CH2:26][CH2:25][C:24]2([CH3:34])[CH3:33].B(Br)(Br)Br. Product: [CH3:19][O:20][C:21]1[CH:22]=[C:23]2[C:28](=[CH:29][CH:30]=1)[C:27]([CH3:32])([CH3:31])[CH2:26][CH2:25][C:24]2([CH3:34])[CH3:33].[CH3:31][C:27]1([CH3:32])[CH2:26][CH2:25][C:24]([CH3:34])([CH3:33])[C:23]2[CH:22]=[C:21]([OH:20])[CH:30]=[CH:29][C:28]1=2. The catalyst class is: 2.